From a dataset of Full USPTO retrosynthesis dataset with 1.9M reactions from patents (1976-2016). Predict the reactants needed to synthesize the given product. (1) Given the product [CH:6]1([CH2:5][CH:4]([C:11]2[CH:16]=[CH:15][C:14]([O:17][CH3:18])=[C:13]([F:19])[CH:12]=2)[C:3]([OH:20])=[O:2])[CH2:10][CH2:9][CH2:8][CH2:7]1, predict the reactants needed to synthesize it. The reactants are: C[O:2][C:3](=[O:20])[CH:4]([C:11]1[CH:16]=[CH:15][C:14]([O:17][CH3:18])=[C:13]([F:19])[CH:12]=1)[CH2:5][CH:6]1[CH2:10][CH2:9][CH2:8][CH2:7]1.[OH-].[Li+].Cl. (2) Given the product [Cl:1][C:2]1[C:3]([F:19])=[CH:4][C:5]([F:18])=[C:6]([S:8](/[N:11]=[C:12]2/[N:13]=[CH:14][N:15]([CH2:23][O:22][CH2:20][CH3:21])[CH:16]=[CH:17]/2)(=[O:9])=[O:10])[CH:7]=1, predict the reactants needed to synthesize it. The reactants are: [Cl:1][C:2]1[C:3]([F:19])=[CH:4][C:5]([F:18])=[C:6]([S:8]([NH:11][C:12]2[CH:17]=[CH:16][N:15]=[CH:14][N:13]=2)(=[O:10])=[O:9])[CH:7]=1.[CH2:20]([O:22][CH2:23]Cl)[CH3:21].